This data is from Drug-target binding data from BindingDB using Ki measurements. The task is: Regression. Given a target protein amino acid sequence and a drug SMILES string, predict the binding affinity score between them. We predict pKi (pKi = -log10(Ki in M); higher means stronger inhibition). Dataset: bindingdb_ki. (1) The compound is Nc1c(S(=O)(=O)[O-])cc(Nc2ccc(Nc3nc(Cl)nc(Nc4cccc(S(=O)(=O)[O-])c4)n3)c(S(=O)(=O)[O-])c2)c2c1C(=O)c1ccccc1C2=O. The target protein sequence is MFTVMTRQPCEQAGFRALSRTPAIVTLVVLLVSIVVLVTLTLIQIHHPQVLSPGLKYGIVLDAGSSRTTVYVYQWPAEKENNTGVVSQTFRCSVKGSGISSYENNPQDAPKAFEDCMLKVKEQVPKHLHESTRVYLGATAGMRLLRLQNETAAHEVLESIQSYFKSQPFDFRGAQIISGQEEGVYGWITANYIMGNFLEKNLWHMWVHPHGVDTTGALDLGGASTQISFVSEEKMEPNASDTVQVSLYGYTYTLYTHSFQCYGRNEAEKKFLAMLLQSPSTDANISNPCYPHGYSTTFTMGHVFGSLCTEKQRPKSYNPSDTITFTGTGDPQLCREKVASVFDFSACQEQDACSFDGIYQPKVQGPFVAFAGFYYTASALNLSGSFSLTSFNDSSWDFCRHTWSELPSLLPRFDETYARSYCFSAHYIYHLLINGYKFTEATWPQIRFEKEVGNSSIAWSLGYMLSLTNQIPAGSPLIQLPIQPPVFMGVLAFFTAIALL.... The pKi is 6.0. (2) The target protein sequence is MKSILDGLADTTFRTITTDLLYVGSNDIQYEDIKGDMASKLGYFPQKFPLTSFRGSPFQEKMTAGDNSPLVPAGDTTNITEFYNKSLSSFKENEENIQCGENFMDMECFMILNPSQQLAIAVLSLTLGTFTVLENLLVLCVILHSRSLRCRPSYHFIGSLAVADLLGSVIFVYSFVDFHVFHRKDSPNVFLFKLGGVTASFTASVGSLFLTAIDRYISIHRPLAYKRIVTRPKAVVAFCLMWTIAIVIAVLPLLGWNCKKLQSVCSDIFPLIDETYLMFWIGVTSVLLLFIVYAYMYILWKAHSHAVRMIQRGTQKSIIIHTSEDGKVQVTRPDQARMDIRLAKTLVLILVVLIICWGPLLAIMVYDVFGKMNKLIKTVFAFCSMLCLLNSTVNPIIYALRSKDLRHAFRSMFPSCEGTAQPLDNSMGDSDCLHKHANNTASMHRAAESCIKSTVKIAKVTMSVSTDTSAEAL. The pKi is 6.2. The drug is C[C@H](CO)NC(=O)CCC/C=C\C/C=C\C/C=C\C/C=C\CCCCc1cccc2ccccc12. (3) The drug is CC[C@H](C)[C@H](NC(=O)[C@H](CCCNC(=N)N)NC(=O)[C@H](CCCNC(=N)N)NC(=O)[C@H](CC(C)C)NC(=O)[C@H](Cc1ccccc1)NC(=O)CNC(=O)CNC(=O)[C@@H](N)Cc1ccc(O)cc1)C(=O)N[C@@H](CCCNC(=N)N)C(=O)N1CCC[C@H]1C(=O)N[C@@H](CCCCN)C(=O)N[C@@H](CC(C)C)C(=O)N[C@@H](CCCCN)C(=O)O. The target protein sequence is MDSPIQIFRGEPGPTCAPSACLPPNSSAWFPGWAEPDSNGSAGSEDAQLEPAHISPAIPVIITAVYSVVFVVGLVGNSLVMFVIIRYTKMKTATNIYIFNLALADALVTTTMPFQSTVYLMNSWPFGDVLCKIVISIDYYNMFTSIFTLTMMSVDRYIAVCHPVKALDFRTPLKAKIINICIWLLSSSVGISAIVLGGTAVREDVDVIECSLQFPDDDYSWWDLFMKICVFIFAFVIPVLIIIVCYTLMILRLKSVRLLSGSREKDRNLRRITRLVLVVVAVFVVCWTPIHIFILVEALGSTSHSTAALSSYYFCIALGYTNSSLNPILYAFLDENFKRCFRDFCFPLKMRMERQSTSRVRNTVQDPAYLRDIDGMNKPV. The pKi is 8.3. (4) The drug is CC(C)(C)NC(=O)[C@@H]1CN(Cc2cccnc2)CCN1C[C@@H](O)C[C@@H](Cc1ccccc1)C(=O)N[C@H]1c2ccccc2C[C@H]1O. The target protein sequence is PQVTLWQRPLVTIKIGGQLREALLDTGADDTIFEEISLPGRWKPKMIGGIGGFVKVRQYDQIPIEICGHKVIGTVLVGPTPANIIGRNLMTQIGCTLNF. The pKi is 6.4. (5) The small molecule is COc1ccc2c(c1)C13CCCCC1C(C2)N(C)CC3. The target is MLLARMKPQVQPELGGADQ. The pKi is 6.8. (6) The target protein (Q9QZN9) has sequence MAGCRELELTNGSNGGLEFNPMKEYMILSDAQQIAVAVLCTLMGLLSALENVAVLYLILSSQRLRRKPSYLFIGSLAGADFLASVIFACNFVIFHVFHGVDSRNIFLLKIGSVTMTFTASVGSLLLTAVDRYLCLCYPPTYKALVTRGRALVALGVMWVLSALISYLPLMGWTCCPSPCSELFPLIPNDYLLGWLLFIAILFSGIIYTYGYVLWKAHQHVASLAEHQDRQVPGIARMRLDVRLAKTLGLVMAVLLICWFPALALMGHSLVTTLSDKVKEAFAFCSMLCLVNSMINPIIYALRSGEIRSAAQHCLTGWKKYLQGLGSEGKEEAPKSSVTETEAEVKTTTGPGSRTPGCSNC. The drug is CCCCn1nc(C(C)(C)C)s/c1=N/C(=O)c1cc(C(F)(F)F)ccc1N/N=C\c1cccc(C)n1. The pKi is 7.7. (7) The small molecule is Nc1ncnc2c1ncn2C1OC(COP(=O)(O)OP(=O)(O)OP(O)(O)=S)[C@@H](O)[C@H]1O. The target protein sequence is MITVNEKEHILEQKYRPSTIDECILPAFDKETFKSITSKGKIPHIILHSPSPGTGKTTVAKALCHDVNADMMFVNGSDCKIDFVRGPLTNFASAASFDGRQKVIVIDEFDRSGLAESQRHLRSFMEAYSSNCSIIITANNIDGIIKPLQSRCRVITFGQPTDEDKIEMMKQMIRKLTEICKHEGIAIADMKVVAALVKKNFPDFRKTIGELDSYSSKGVLDAGILSLVTNDRGAIDDVLESLKNKDVKQLRALAPKYAADYSWFVGKLAEEIYSRVTPQSIIRMYEIVGENNQYHGIAANTELHLAYLFIQLACEMQWKMSLFKDDIQLNEHQVAWYSKDWTAVQSAADSFKEKAENEFFEIIGAINNKTKCSIAQKDYSKFMVENALSQFPECMPAVYAMNLIGSGLSDEAHFNYLMAAVPRGKRYGKWAKLVEDSTEVLIIKLLAKRYQVNTNDAINYKSILTKNGKLPLVLKELKGLVTDDFLKEVTKNVKEQKQLK.... The pKi is 4.8.